Dataset: Full USPTO retrosynthesis dataset with 1.9M reactions from patents (1976-2016). Task: Predict the reactants needed to synthesize the given product. (1) Given the product [CH3:28][O:27][S:24]([O-:29])(=[O:26])=[O:25].[CH3:23][N:2]([CH3:1])[C:3]1[CH:4]=[CH:5][C:6](/[CH:7]=[C:8]2\[C:12]([CH3:13])=[N:11][N:10]([C:14]3[CH:19]=[CH:18][CH:17]=[CH:16][N+:15]=3[CH3:28])[C:9]\2=[O:20])=[CH:21][CH:22]=1, predict the reactants needed to synthesize it. The reactants are: [CH3:1][N:2]([CH3:23])[C:3]1[CH:22]=[CH:21][C:6](/[CH:7]=[C:8]2/[C:9](=[O:20])[N:10]([C:14]3[CH:19]=[CH:18][CH:17]=[CH:16][N:15]=3)[N:11]=[C:12]/2[CH3:13])=[CH:5][CH:4]=1.[S:24]([O:29]C)([O:27][CH3:28])(=[O:26])=[O:25]. (2) Given the product [C:82]([N:79]1[C:80]2[C:76](=[CH:75][CH:74]=[C:73]([NH:72][C:2]3[CH:7]=[CH:6][C:5]([S:8]([NH:11][CH2:12][CH:13]4[CH2:15][CH2:14]4)(=[O:10])=[O:9])=[C:4]([C:16]([F:19])([F:18])[F:17])[CH:3]=3)[CH:81]=2)[CH2:77][CH2:78]1)(=[O:84])[CH3:83], predict the reactants needed to synthesize it. The reactants are: Br[C:2]1[CH:7]=[CH:6][C:5]([S:8]([NH:11][CH2:12][CH:13]2[CH2:15][CH2:14]2)(=[O:10])=[O:9])=[C:4]([C:16]([F:19])([F:18])[F:17])[CH:3]=1.C1C=CC(P(C2C(C3C(P(C4C=CC=CC=4)C4C=CC=CC=4)=CC=C4C=3C=CC=C4)=C3C(C=CC=C3)=CC=2)C2C=CC=CC=2)=CC=1.C(=O)([O-])[O-].[Cs+].[Cs+].[NH2:72][C:73]1[CH:81]=[C:80]2[C:76]([CH2:77][CH2:78][N:79]2[C:82](=[O:84])[CH3:83])=[CH:75][CH:74]=1.